Dataset: Peptide-MHC class I binding affinity with 185,985 pairs from IEDB/IMGT. Task: Regression. Given a peptide amino acid sequence and an MHC pseudo amino acid sequence, predict their binding affinity value. This is MHC class I binding data. (1) The peptide sequence is LTACQGIGGP. The MHC is Mamu-A02 with pseudo-sequence Mamu-A02. The binding affinity (normalized) is 0.116. (2) The binding affinity (normalized) is 0. The peptide sequence is EVVMAYVGIK. The MHC is H-2-Kb with pseudo-sequence H-2-Kb. (3) The peptide sequence is RYPGVMYAF. The MHC is HLA-B58:01 with pseudo-sequence HLA-B58:01. The binding affinity (normalized) is 0.0847.